Dataset: Full USPTO retrosynthesis dataset with 1.9M reactions from patents (1976-2016). Task: Predict the reactants needed to synthesize the given product. (1) Given the product [F:25][C:23]1[CH:24]=[C:19]([C@H:16]2[NH:15][C@@H:14]([C:41]([OH:40])([CH3:42])[CH3:5])[CH2:18][CH2:17]2)[CH:20]=[C:21]([F:27])[C:22]=1[F:26], predict the reactants needed to synthesize it. The reactants are: C[Mg]Br.O1CCC[CH2:5]1.CCOC([C@H:14]1[CH2:18][CH2:17][C@@H:16]([C:19]2[CH:24]=[C:23]([F:25])[C:22]([F:26])=[C:21]([F:27])[CH:20]=2)[N:15]1C(OC(C)(C)C)=O)=O.[Cl-].[NH4+].C([O:40][CH2:41][CH3:42])(=O)C. (2) The reactants are: [CH:1]1([NH:7][C:8]2[C:13]([C:14]3[N:15]=[N:16][NH:17][N:18]=3)=[CH:12][N:11]=[C:10]([NH:19][C:20]3[CH:25]=[CH:24][C:23]([S:26]([CH3:34])(=[N:28][C:29]([O:31][CH2:32][CH3:33])=[O:30])=[O:27])=[CH:22][CH:21]=3)[N:9]=2)[CH2:6][CH2:5][CH2:4][CH2:3][CH2:2]1.[CH2:35](Br)[C:36]1[CH:41]=[CH:40][CH:39]=[CH:38][CH:37]=1.C(=O)([O-])[O-].[K+].[K+].[I-].[K+]. Given the product [CH2:35]([N:17]1[N:16]=[N:15][C:14]([C:13]2[C:8]([NH:7][CH:1]3[CH2:2][CH2:3][CH2:4][CH2:5][CH2:6]3)=[N:9][C:10]([NH:19][C:20]3[CH:25]=[CH:24][C:23]([S:26]([CH3:34])(=[N:28][C:29]([O:31][CH2:32][CH3:33])=[O:30])=[O:27])=[CH:22][CH:21]=3)=[N:11][CH:12]=2)=[N:18]1)[C:36]1[CH:41]=[CH:40][CH:39]=[CH:38][CH:37]=1, predict the reactants needed to synthesize it. (3) Given the product [CH3:29][O:30][C:31]([C:33]1[CH:39]=[CH:38][C:36]([NH:37][C:11]2([C:26]#[N:27])[CH2:10][CH2:9][N:8]([C:7]3[CH:6]=[CH:5][C:4]([N:15]4[CH2:19][C@H:18]([CH2:20][NH:21][C:22](=[O:24])[CH3:23])[O:17][C:16]4=[O:25])=[CH:3][C:2]=3[F:1])[CH2:13][CH2:12]2)=[CH:35][CH:34]=1)=[O:32], predict the reactants needed to synthesize it. The reactants are: [F:1][C:2]1[CH:3]=[C:4]([N:15]2[CH2:19][C@H:18]([CH2:20][NH:21][C:22](=[O:24])[CH3:23])[O:17][C:16]2=[O:25])[CH:5]=[CH:6][C:7]=1[N:8]1[CH2:13][CH2:12][C:11](=O)[CH2:10][CH2:9]1.[C-:26]#[N:27].[Na+].[CH3:29][O:30][C:31]([C:33]1[CH:39]=[CH:38][C:36]([NH2:37])=[CH:35][CH:34]=1)=[O:32]. (4) Given the product [F:51][CH:25]([F:24])[O:26][C:27]1[CH:50]=[CH:49][C:30]([CH2:31][N:32]2[CH2:36][CH2:35][N:34]([C:37]3[S:38][C:39]([C:43]([OH:45])=[O:44])=[C:40]([CH3:42])[N:41]=3)[C:33]2=[O:48])=[CH:29][CH:28]=1, predict the reactants needed to synthesize it. The reactants are: CC1N=C(N2CCN(C3C=CC=CC=3)C2=O)SC=1C(OCC)=O.[F:24][CH:25]([F:51])[O:26][C:27]1[CH:50]=[CH:49][C:30]([CH2:31][N:32]2[CH2:36][CH2:35][N:34]([C:37]3[S:38][C:39]([C:43]([O:45]CC)=[O:44])=[C:40]([CH3:42])[N:41]=3)[C:33]2=[O:48])=[CH:29][CH:28]=1. (5) Given the product [CH2:11]([NH:13][C@H:14]1[CH2:19][C@H:18]([CH3:20])[S:17](=[O:21])(=[O:22])[C:16]2[S:23][C:24]([S:26]([NH2:29])(=[O:28])=[O:27])=[CH:25][C:15]1=2)[CH3:12], predict the reactants needed to synthesize it. The reactants are: [OH-].[Na+].C(O)(=O)/C=C\C(O)=O.[CH2:11]([NH:13][C@H:14]1[CH2:19][C@H:18]([CH3:20])[S:17](=[O:22])(=[O:21])[C:16]2[S:23][C:24]([S:26]([NH2:29])(=[O:28])=[O:27])=[CH:25][C:15]1=2)[CH3:12].Cl. (6) Given the product [F:20][C:21]1[CH:27]=[CH:26][CH:25]=[CH:24][C:22]=1[NH:23][C:2]1[N:7]=[C:6]([C:8]2[C:9]([C:13]3[CH:18]=[CH:17][C:16]([F:19])=[CH:15][CH:14]=3)=[N:10][NH:11][CH:12]=2)[CH:5]=[CH:4][N:3]=1, predict the reactants needed to synthesize it. The reactants are: Cl[C:2]1[N:7]=[C:6]([C:8]2[C:9]([C:13]3[CH:18]=[CH:17][C:16]([F:19])=[CH:15][CH:14]=3)=[N:10][NH:11][CH:12]=2)[CH:5]=[CH:4][N:3]=1.[F:20][C:21]1[CH:27]=[CH:26][CH:25]=[CH:24][C:22]=1[NH2:23]. (7) Given the product [NH2:19][C:20]1[CH:21]=[C:22]([CH:26]=[C:27]([Br:29])[CH:28]=1)[C:23]([NH:38][CH2:37][CH2:36][N:33]1[CH2:34][CH2:35][O:30][CH2:31][CH2:32]1)=[O:25], predict the reactants needed to synthesize it. The reactants are: C(P1(=O)OP(CCC)(=O)OP(CCC)(=O)O1)CC.[NH2:19][C:20]1[CH:21]=[C:22]([CH:26]=[C:27]([Br:29])[CH:28]=1)[C:23]([OH:25])=O.[O:30]1[CH2:35][CH2:34][N:33]([CH2:36][CH2:37][NH2:38])[CH2:32][CH2:31]1.